From a dataset of Reaction yield outcomes from USPTO patents with 853,638 reactions. Predict the reaction yield, written as a fraction of the theoretical maximum amount of product (1.0 means a 100% yield; for example, 0.34 means a 34% yield). (1) The reactants are [CH3:1][C:2]1([CH3:24])[O:7][CH2:6][CH:5]([NH:8][C:9]2[C:14]([NH:15][CH2:16][C:17](OCC)=[O:18])=[CH:13][CH:12]=[C:11]([O:22][CH3:23])[N:10]=2)[CH2:4][O:3]1.[H-].[Na+].[Cl-].[NH4+]. The catalyst is C1COCC1.C(OCC)(=O)C. The product is [CH3:1][C:2]1([CH3:24])[O:7][CH2:6][CH:5]([N:8]2[C:17](=[O:18])[CH2:16][NH:15][C:14]3[CH:13]=[CH:12][C:11]([O:22][CH3:23])=[N:10][C:9]2=3)[CH2:4][O:3]1. The yield is 0.820. (2) The reactants are C([O:8][C:9]1[N:14]=[CH:13][C:12]([C:15]2[CH:20]=[CH:19][C:18]([CH2:21][C:22]([NH:24][C:25]3[CH:30]=[CH:29][C:28]([O:31][CH2:32][CH2:33][O:34]CC4C=CC=CC=4)=[C:27]([C:42]([F:45])([F:44])[F:43])[CH:26]=3)=[O:23])=[C:17]([F:46])[CH:16]=2)=[C:11]([O:47][CH2:48][CH3:49])[CH:10]=1)C1C=CC=CC=1. The catalyst is CO.[Pd]. The product is [CH2:48]([O:47][C:11]1[C:12]([C:15]2[CH:20]=[CH:19][C:18]([CH2:21][C:22]([NH:24][C:25]3[CH:30]=[CH:29][C:28]([O:31][CH2:32][CH2:33][OH:34])=[C:27]([C:42]([F:44])([F:45])[F:43])[CH:26]=3)=[O:23])=[C:17]([F:46])[CH:16]=2)=[CH:13][NH:14][C:9](=[O:8])[CH:10]=1)[CH3:49]. The yield is 0.388. (3) The reactants are [OH:1][C:2]1[C:3](=[O:29])[C:4]([C:18]2[N:22]([C:23]3[CH:28]=[CH:27][CH:26]=[CH:25][CH:24]=3)[N:21]=[CH:20][CH:19]=2)=[N:5][N:6]([C:8]2[CH:13]=[CH:12][CH:11]=[C:10]([C:14]([F:17])([F:16])[F:15])[CH:9]=2)[CH:7]=1.I[CH2:31][CH3:32].C([O-])([O-])=O.[K+].[K+].O. The catalyst is CN(C=O)C. The product is [CH2:31]([O:1][C:2]1[C:3](=[O:29])[C:4]([C:18]2[N:22]([C:23]3[CH:24]=[CH:25][CH:26]=[CH:27][CH:28]=3)[N:21]=[CH:20][CH:19]=2)=[N:5][N:6]([C:8]2[CH:13]=[CH:12][CH:11]=[C:10]([C:14]([F:16])([F:15])[F:17])[CH:9]=2)[CH:7]=1)[CH3:32]. The yield is 0.880. (4) The reactants are [Br:1][C:2]1[CH:3]=[C:4]([O:19][CH3:20])[C:5]([Cl:18])=[C:6]([C:8]([C:10]2[CH:15]=[CH:14][C:13]([CH2:16][CH3:17])=[CH:12][CH:11]=2)=O)[CH:7]=1.C([SiH](CC)CC)C.B(F)(F)F.CCOCC. The catalyst is C(Cl)Cl. The product is [CH2:16]([C:13]1[CH:14]=[CH:15][C:10]([CH2:8][C:6]2[CH:7]=[C:2]([Br:1])[CH:3]=[C:4]([O:19][CH3:20])[C:5]=2[Cl:18])=[CH:11][CH:12]=1)[CH3:17]. The yield is 0.560.